The task is: Predict the reactants needed to synthesize the given product.. This data is from Full USPTO retrosynthesis dataset with 1.9M reactions from patents (1976-2016). (1) Given the product [CH3:31][CH:32]1[CH2:37][CH2:36][CH2:35][CH2:34][N:33]1[C:26]([N:17]1[CH2:16][CH2:15][C:12]2([C:11](=[O:20])[N:10]([C:7]3[CH:8]=[CH:9][C:4]([O:3][C:2]([F:1])([F:21])[F:22])=[CH:5][CH:6]=3)[CH2:14][CH2:13]2)[CH2:19][CH2:18]1)=[O:25], predict the reactants needed to synthesize it. The reactants are: [F:1][C:2]([F:22])([F:21])[O:3][C:4]1[CH:9]=[CH:8][C:7]([N:10]2[CH2:14][CH2:13][C:12]3([CH2:19][CH2:18][NH:17][CH2:16][CH2:15]3)[C:11]2=[O:20])=[CH:6][CH:5]=1.O=C(Cl)[O:25][C:26](Cl)(Cl)Cl.[CH3:31][CH:32]1[CH2:37][CH2:36][CH2:35][CH2:34][NH:33]1. (2) Given the product [C:46](=[O:61])([O:45][CH2:44][C:40]1[CH:41]=[CH:42][CH:43]=[C:38]([CH2:37][O:36][C:35](=[O:62])[NH2:34])[CH:39]=1)[NH2:47], predict the reactants needed to synthesize it. The reactants are: FC(F)(C(F)(F)C(F)(F)C(F)F)COC(=O)OCC(F)(F)C(F)(F)C(F)(F)C(F)F.FC(F)(C(F)(F)C(F)(F)C(F)F)C[NH:34][C:35](=[O:62])[O:36][CH2:37][C:38]1[CH:43]=[CH:42][CH:41]=[C:40]([CH2:44][O:45][C:46](=[O:61])[NH:47]CC(F)(F)C(F)(F)C(F)(F)C(F)F)[CH:39]=1.